Task: Predict the product of the given reaction.. Dataset: Forward reaction prediction with 1.9M reactions from USPTO patents (1976-2016) (1) Given the reactants C1C(=O)N([Br:8])C(=O)C1.[CH3:9][Si:10]([CH3:60])([CH3:59])[CH2:11][CH2:12][O:13][CH2:14][N:15]([CH2:51][O:52][CH2:53][CH2:54][Si:55]([CH3:58])([CH3:57])[CH3:56])[C:16]1[N:21]2[N:22]=[CH:23][C:24]([C:25]3[CH:26]=[N:27][C:28]([C:31]4[CH:36]=[CH:35][CH:34]=[CH:33][CH:32]=4)=[CH:29][CH:30]=3)=[C:20]2[N:19]=[C:18]([O:37][CH:38]2[CH2:43][CH2:42][N:41]([C:44]([O:46][C:47]([CH3:50])([CH3:49])[CH3:48])=[O:45])[CH2:40][CH2:39]2)[CH:17]=1, predict the reaction product. The product is: [CH3:58][Si:55]([CH3:57])([CH3:56])[CH2:54][CH2:53][O:52][CH2:51][N:15]([CH2:14][O:13][CH2:12][CH2:11][Si:10]([CH3:9])([CH3:59])[CH3:60])[C:16]1[N:21]2[N:22]=[CH:23][C:24]([C:25]3[CH:26]=[N:27][C:28]([C:31]4[CH:36]=[CH:35][CH:34]=[CH:33][CH:32]=4)=[CH:29][CH:30]=3)=[C:20]2[N:19]=[C:18]([O:37][CH:38]2[CH2:43][CH2:42][N:41]([C:44]([O:46][C:47]([CH3:50])([CH3:49])[CH3:48])=[O:45])[CH2:40][CH2:39]2)[C:17]=1[Br:8]. (2) The product is: [C:35]([NH:34][C:30]1[CH:29]=[C:28]([CH:25]2[CH2:26][CH2:27][N:22]([CH2:21][CH2:20][CH2:19][NH:18][C:8](=[O:10])[C:7]([C:1]3[CH:2]=[CH:3][CH:4]=[CH:5][CH:6]=3)([C:12]3[CH:17]=[CH:16][CH:15]=[CH:14][CH:13]=3)[CH3:11])[CH2:23][CH2:24]2)[CH:33]=[CH:32][CH:31]=1)(=[O:37])[CH3:36]. Given the reactants [C:1]1([C:7]([C:12]2[CH:17]=[CH:16][CH:15]=[CH:14][CH:13]=2)([CH3:11])[C:8]([OH:10])=O)[CH:6]=[CH:5][CH:4]=[CH:3][CH:2]=1.[NH2:18][CH2:19][CH2:20][CH2:21][N:22]1[CH2:27][CH2:26][CH:25]([C:28]2[CH:29]=[C:30]([NH:34][C:35](=[O:37])[CH3:36])[CH:31]=[CH:32][CH:33]=2)[CH2:24][CH2:23]1, predict the reaction product. (3) Given the reactants [CH:1]1([O:6][C:7]2[C:8]([O:19][CH3:20])=[CH:9][CH:10]=[C:11]3[C:16]=2[O:15][C:14](=[O:17])[CH:13]=[C:12]3O)[CH2:5][CH2:4][CH2:3][CH2:2]1.C([O-])(=O)C.[NH4+:25], predict the reaction product. The product is: [NH2:25][C:12]1[C:11]2[C:16](=[C:7]([O:6][CH:1]3[CH2:5][CH2:4][CH2:3][CH2:2]3)[C:8]([O:19][CH3:20])=[CH:9][CH:10]=2)[O:15][C:14](=[O:17])[CH:13]=1.